Dataset: Reaction yield outcomes from USPTO patents with 853,638 reactions. Task: Predict the reaction yield, written as a fraction of the theoretical maximum amount of product (1.0 means a 100% yield; for example, 0.34 means a 34% yield). (1) The reactants are [C:1]([O:5][C:6](=[O:35])[NH:7][CH2:8][CH2:9][CH2:10][NH:11][CH:12]([C:16]1[N:17]([CH2:27][C:28]2[CH:33]=[CH:32][CH:31]=[C:30]([F:34])[CH:29]=2)[C:18](=[O:26])[C:19]2[C:24]([CH3:25])=[N:23][O:22][C:20]=2[N:21]=1)[CH:13]([CH3:15])[CH3:14])([CH3:4])([CH3:3])[CH3:2].[C:36]1([CH3:45])[CH:41]=[CH:40][C:39]([C:42](Cl)=[O:43])=[CH:38][CH:37]=1.C(N(C(C)C)CC)(C)C. The catalyst is C(Cl)Cl. The product is [C:1]([O:5][C:6](=[O:35])[NH:7][CH2:8][CH2:9][CH2:10][N:11]([CH:12]([C:16]1[N:17]([CH2:27][C:28]2[CH:33]=[CH:32][CH:31]=[C:30]([F:34])[CH:29]=2)[C:18](=[O:26])[C:19]2[C:24]([CH3:25])=[N:23][O:22][C:20]=2[N:21]=1)[CH:13]([CH3:14])[CH3:15])[C:42](=[O:43])[C:39]1[CH:40]=[CH:41][C:36]([CH3:45])=[CH:37][CH:38]=1)([CH3:3])([CH3:4])[CH3:2]. The yield is 0.540. (2) The reactants are [C:1]1([C:11]#[C:12][CH:13]=[O:14])[C:10]2[C:5](=[CH:6][CH:7]=[CH:8][CH:9]=2)[CH:4]=[CH:3][CH:2]=1.[CH2:15]([Mg]Br)[CH:16]=[CH2:17]. The catalyst is O1CCCC1. The product is [C:1]1([C:11]#[C:12][CH:13]([OH:14])[CH2:17][CH:16]=[CH2:15])[C:10]2[C:5](=[CH:6][CH:7]=[CH:8][CH:9]=2)[CH:4]=[CH:3][CH:2]=1. The yield is 0.760. (3) The reactants are [I-].[CH2:2]([O:9][C:10]([NH:12][CH:13]([C:19]([NH:21][C:22]1[CH:27]=[CH:26][CH:25]=[C:24]([Br:28])[C:23]=1[CH3:29])=[O:20])[CH2:14][CH2:15][S+](C)C)=[O:11])[C:3]1[CH:8]=[CH:7][CH:6]=[CH:5][CH:4]=1.C(=O)([O-])[O-].[Cs+].[Cs+]. The catalyst is CS(C)=O.CCOC(C)=O. The product is [Br:28][C:24]1[C:23]([CH3:29])=[C:22]([N:21]2[CH2:15][CH2:14][CH:13]([NH:12][C:10](=[O:11])[O:9][CH2:2][C:3]3[CH:8]=[CH:7][CH:6]=[CH:5][CH:4]=3)[C:19]2=[O:20])[CH:27]=[CH:26][CH:25]=1. The yield is 0.940.